From a dataset of Forward reaction prediction with 1.9M reactions from USPTO patents (1976-2016). Predict the product of the given reaction. (1) Given the reactants [OH:1][C:2]1[CH:9]=[CH:8][C:5]([C:6]#[N:7])=[CH:4][CH:3]=1.C(=O)([O-])[O-].[Cs+].[Cs+].[Cl:16][C:17]1[CH:18]=[C:19]([C:25]2[CH:37]=[CH:36][C:28]([C:29]([NH:31][S:32]([CH3:35])(=[O:34])=[O:33])=[O:30])=[CH:27][C:26]=2[O:38][CH3:39])[CH:20]=[N:21][C:22]=1[CH2:23]Cl, predict the reaction product. The product is: [Cl:16][C:17]1[CH:18]=[C:19]([C:25]2[CH:37]=[CH:36][C:28]([C:29]([NH:31][S:32]([CH3:35])(=[O:34])=[O:33])=[O:30])=[CH:27][C:26]=2[O:38][CH3:39])[CH:20]=[N:21][C:22]=1[CH2:23][O:1][C:2]1[CH:9]=[CH:8][C:5]([C:6]#[N:7])=[CH:4][CH:3]=1. (2) Given the reactants OC1(C2C(O)=CC3OCOC=3C=2)C(=O)C=C2OCCCN3C2=C1C=C3.O[C:27]1([C:42]2[C:50]([OH:51])=[CH:49][C:45]3[O:46][CH2:47][O:48][C:44]=3[CH:43]=2)[C:35]2[C:30]3=[C:31]([CH2:36][CH2:37][CH2:38][CH2:39][CH2:40][N:29]3[C:28]1=[O:41])[CH:32]=[CH:33][CH:34]=2, predict the reaction product. The product is: [OH:51][C:50]1[C:42]([CH:27]2[C:35]3[C:30]4=[C:31]([CH2:36][CH2:37][CH2:38][CH2:39][CH2:40][N:29]4[C:28]2=[O:41])[CH:32]=[CH:33][CH:34]=3)=[CH:43][C:44]2[O:48][CH2:47][O:46][C:45]=2[CH:49]=1.